The task is: Predict the reactants needed to synthesize the given product.. This data is from Full USPTO retrosynthesis dataset with 1.9M reactions from patents (1976-2016). (1) The reactants are: Cl.[CH3:2][C:3]([CH3:35])([CH3:34])[CH2:4][C:5]1[N:6]=[C:7]([C:16]([OH:33])([CH3:32])[CH2:17][C:18]2[CH:23]=[CH:22][C:21]([C:24]3[CH:29]=[CH:28][C:27]([F:30])=[CH:26][N:25]=3)=[CH:20][C:19]=2[F:31])[N:8](S(N(C)C)(=O)=O)[CH:9]=1. Given the product [CH3:2][C:3]([CH3:35])([CH3:34])[CH2:4][C:5]1[N:6]=[C:7]([C:16]([OH:33])([CH3:32])[CH2:17][C:18]2[CH:23]=[CH:22][C:21]([C:24]3[CH:29]=[CH:28][C:27]([F:30])=[CH:26][N:25]=3)=[CH:20][C:19]=2[F:31])[NH:8][CH:9]=1, predict the reactants needed to synthesize it. (2) The reactants are: [Cl:1][C:2]1[CH:3]=[CH:4][C:5]([NH:8][C:9]([C:11]2[CH:16]=[C:15]([Cl:17])[CH:14]=[C:13]([N:18]3[CH2:23][CH2:22][O:21][CH2:20][CH2:19]3)[C:12]=2[N+:24]([O-])=O)=[O:10])=[N:6][CH:7]=1.[Sn](Cl)Cl.[C:30]([C:32]1[CH:40]=[CH:39][C:35]([C:36](Cl)=[O:37])=[CH:34][CH:33]=1)#[N:31]. Given the product [Cl:1][C:2]1[CH:3]=[CH:4][C:5]([NH:8][C:9]([C:11]2[CH:16]=[C:15]([Cl:17])[CH:14]=[C:13]([N:18]3[CH2:23][CH2:22][O:21][CH2:20][CH2:19]3)[C:12]=2[NH:24][C:36]([C:35]2[CH:39]=[CH:40][C:32]([C:30]#[N:31])=[CH:33][CH:34]=2)=[O:37])=[O:10])=[N:6][CH:7]=1, predict the reactants needed to synthesize it. (3) Given the product [CH:19]([O:18][C:9]1[CH:10]=[CH:11][C:12]([S:14]([CH3:17])(=[O:16])=[O:15])=[CH:13][C:8]=1[C:6]([N:4]1[CH2:5][CH:2]([O:1][C:23]2[CH:28]=[CH:27][C:26]([C:29]([F:32])([F:31])[F:30])=[CH:25][CH:24]=2)[CH2:3]1)=[O:7])([CH3:21])[CH3:20], predict the reactants needed to synthesize it. The reactants are: [OH:1][CH:2]1[CH2:5][N:4]([C:6]([C:8]2[CH:13]=[C:12]([S:14]([CH3:17])(=[O:16])=[O:15])[CH:11]=[CH:10][C:9]=2[O:18][CH:19]([CH3:21])[CH3:20])=[O:7])[CH2:3]1.F[C:23]1[CH:28]=[CH:27][C:26]([C:29]([F:32])([F:31])[F:30])=[CH:25][CH:24]=1.C(=O)([O-])[O-].[Cs+].[Cs+]. (4) Given the product [Cl:1][C:2]1[N:3]=[C:4]([S:11][CH3:12])[C:5]2[CH:10]=[CH:9][N:8]([C:31]3[CH:36]=[CH:35][C:34]([CH2:27][C:26]([O:25][C:21]([CH3:24])([CH3:23])[CH3:22])=[O:28])=[CH:33][CH:32]=3)[C:6]=2[N:7]=1, predict the reactants needed to synthesize it. The reactants are: [Cl:1][C:2]1[N:3]=[C:4]([S:11][CH3:12])[C:5]2[CH:10]=[CH:9][NH:8][C:6]=2[N:7]=1.[O-]P([O-])([O-])=O.[K+].[K+].[K+].[C:21]([O:25][C:26](=[O:28])[CH3:27])([CH3:24])([CH3:23])[CH3:22].CN[C@@H:31]1[CH2:36][CH2:35][CH2:34][CH2:33][C@H:32]1NC. (5) Given the product [Cl:37][C:36]1[CH:35]=[C:34]2[C:30]([C:31]([CH:38]=[O:39])=[CH:32][NH:33]2)=[CH:29][C:28]=1[C:8]1[CH:9]=[CH:10][C:11]([CH:14]2[CH2:18][CH2:17][N:16]([C:19]([O:21][C:22]([CH3:23])([CH3:24])[CH3:25])=[O:20])[CH2:15]2)=[CH:12][CH:13]=1, predict the reactants needed to synthesize it. The reactants are: CC1(C)COB([C:8]2[CH:13]=[CH:12][C:11]([CH:14]3[CH2:18][CH2:17][N:16]([C:19]([O:21][C:22]([CH3:25])([CH3:24])[CH3:23])=[O:20])[CH2:15]3)=[CH:10][CH:9]=2)OC1.Br[C:28]1[CH:29]=[C:30]2[C:34](=[CH:35][C:36]=1[Cl:37])[NH:33][CH:32]=[C:31]2[CH:38]=[O:39].C(=O)([O-])[O-].[K+].[K+].